Task: Predict the product of the given reaction.. Dataset: Forward reaction prediction with 1.9M reactions from USPTO patents (1976-2016) (1) Given the reactants [CH3:1][O:2][CH2:3][C:4]1[CH:9]=[C:8]([C:10]2[O:14][N:13]=[C:12]([C:15]3[CH:16]=[C:17]([CH2:21][C:22]([OH:24])=O)[CH:18]=[CH:19][CH:20]=3)[N:11]=2)[CH:7]=[CH:6][C:5]=1[C:25]1[CH:30]=[CH:29][CH:28]=[CH:27][C:26]=1[CH3:31].CCN(C(C)C)C(C)C.CN(C(ON1N=NC2C=CC=NC1=2)=[N+](C)C)C.F[P-](F)(F)(F)(F)F.[CH3:65][N:66]([CH3:70])[CH2:67][CH2:68][NH2:69], predict the reaction product. The product is: [CH3:65][N:66]([CH3:70])[CH2:67][CH2:68][NH:69][C:22](=[O:24])[CH2:21][C:17]1[CH:18]=[CH:19][CH:20]=[C:15]([C:12]2[N:11]=[C:10]([C:8]3[CH:7]=[CH:6][C:5]([C:25]4[CH:30]=[CH:29][CH:28]=[CH:27][C:26]=4[CH3:31])=[C:4]([CH2:3][O:2][CH3:1])[CH:9]=3)[O:14][N:13]=2)[CH:16]=1. (2) Given the reactants C([O:9][C@@H:10]1[C@@H:37]([O:38]C(=O)C2C=CC=CC=2)[C@H:36]([O:47]C(=O)C2C=CC=CC=2)[C@@H:35]([C@@H:56]([CH3:66])[O:57]C(=O)C2C=CC=CC=2)[O:34][C@H:11]1[O:12][C:13]1[CH:18]=[C:17]([CH2:19][O:20]C(=O)C)[CH:16]=[CH:15][C:14]=1[CH2:24][C:25]1[CH:30]=[CH:29][C:28]([O:31][CH3:32])=[C:27]([F:33])[CH:26]=1)(=O)C1C=CC=CC=1.[OH-].[Na+], predict the reaction product. The product is: [O:12]([C:13]1[CH:18]=[C:17]([CH2:19][OH:20])[CH:16]=[CH:15][C:14]=1[CH2:24][C:25]1[CH:30]=[CH:29][C:28]([O:31][CH3:32])=[C:27]([F:33])[CH:26]=1)[C@@H:11]1[O:34][C@H:35]([C@@H:56]([CH3:66])[OH:57])[C@@H:36]([OH:47])[C@H:37]([OH:38])[C@H:10]1[OH:9].